From a dataset of Full USPTO retrosynthesis dataset with 1.9M reactions from patents (1976-2016). Predict the reactants needed to synthesize the given product. (1) Given the product [Br:9][C:10]1[CH:18]=[CH:17][C:13]([C:14]([NH:6][C@@H:4]([CH3:5])[C:3]([F:8])([F:7])[F:2])=[O:15])=[CH:12][C:11]=1[F:19], predict the reactants needed to synthesize it. The reactants are: Cl.[F:2][C:3]([F:8])([F:7])[C@@H:4]([NH2:6])[CH3:5].[Br:9][C:10]1[CH:18]=[CH:17][C:13]([C:14](O)=[O:15])=[CH:12][C:11]=1[F:19].F[P-](F)(F)(F)(F)F.C[N+](C)=C(N(C)C)ON1C2N=CC=CC=2N=N1.C(N(CC)C(C)C)(C)C.C([O-])(O)=O.[Na+]. (2) Given the product [O:22]1[C:31]2[CH:30]=[C:29]([CH2:32][NH:1][CH:2]3[CH2:7][CH2:6][N:5]([CH2:8][CH2:9][N:10]4[C:15]5[CH:16]=[C:17]([CH3:20])[CH:18]=[CH:19][C:14]=5[O:13][CH2:12][C:11]4=[O:21])[CH2:4][CH2:3]3)[N:28]=[CH:27][C:26]=2[O:25][CH2:24][CH2:23]1, predict the reactants needed to synthesize it. The reactants are: [NH2:1][CH:2]1[CH2:7][CH2:6][N:5]([CH2:8][CH2:9][N:10]2[C:15]3[CH:16]=[C:17]([CH3:20])[CH:18]=[CH:19][C:14]=3[O:13][CH2:12][C:11]2=[O:21])[CH2:4][CH2:3]1.[O:22]1[C:31]2[CH:30]=[C:29]([CH:32]=O)[N:28]=[CH:27][C:26]=2[O:25][CH2:24][CH2:23]1.C([BH3-])#N.[Na+]. (3) Given the product [F:3][C:4]1[CH:5]=[CH:6][C:7]([C:10]2[CH:11]=[N:12][N:13]([CH2:15][C@@H:16]([NH:18][C:26](=[O:27])[C:25]3[CH:29]=[CH:30][CH:31]=[CH:32][C:24]=3[N:20]3[N:21]=[CH:22][CH:23]=[N:19]3)[CH3:17])[CH:14]=2)=[N:8][CH:9]=1, predict the reactants needed to synthesize it. The reactants are: Cl.Cl.[F:3][C:4]1[CH:5]=[CH:6][C:7]([C:10]2[CH:11]=[N:12][N:13]([CH2:15][C@@H:16]([NH2:18])[CH3:17])[CH:14]=2)=[N:8][CH:9]=1.[N:19]1[N:20]([C:24]2[CH:32]=[CH:31][CH:30]=[CH:29][C:25]=2[C:26](O)=[O:27])[N:21]=[CH:22][CH:23]=1. (4) The reactants are: [C:1]([O:5][C:6](=[O:25])[NH:7][C:8]([CH2:23][OH:24])([CH2:18][O:19][CH2:20][O:21][CH3:22])[CH2:9][CH2:10][O:11][CH:12]1[CH2:17][CH2:16][CH2:15][CH2:14][O:13]1)([CH3:4])([CH3:3])[CH3:2].[Br-].[Na+].CC1(C)N([O])C(C)(C)CCC1.Cl[O-].[Na+].C(=O)([O-])O.[Na+]. Given the product [C:1]([O:5][C:6](=[O:25])[NH:7][C:8]([CH:23]=[O:24])([CH2:18][O:19][CH2:20][O:21][CH3:22])[CH2:9][CH2:10][O:11][CH:12]1[CH2:17][CH2:16][CH2:15][CH2:14][O:13]1)([CH3:4])([CH3:2])[CH3:3], predict the reactants needed to synthesize it. (5) Given the product [C:13]([O:17][C:18](=[O:41])[NH:19][C:20]([C:22]1[S:23][C:24]([S:39][CH3:40])=[C:25]([S:27]([C:30]2[CH:31]=[C:32]([C:2]3[C:7]([CH3:8])=[CH:6][C:5]([N+:9]([O-:11])=[O:10])=[CH:4][C:3]=3[Cl:12])[CH:33]=[CH:34][CH:35]=2)(=[O:29])=[O:28])[CH:26]=1)=[NH:21])([CH3:16])([CH3:15])[CH3:14], predict the reactants needed to synthesize it. The reactants are: Br[C:2]1[C:7]([CH3:8])=[CH:6][C:5]([N+:9]([O-:11])=[O:10])=[CH:4][C:3]=1[Cl:12].[C:13]([O:17][C:18](=[O:41])[NH:19][C:20]([C:22]1[S:23][C:24]([S:39][CH3:40])=[C:25]([S:27]([C:30]2[CH:35]=[CH:34][C:33](O)=[C:32](B)[C:31]=2O)(=[O:29])=[O:28])[CH:26]=1)=[NH:21])([CH3:16])([CH3:15])[CH3:14].C(O)C.C1(C)C=CC=CC=1. (6) Given the product [N:12]12[CH2:19][CH2:18][CH:15]([CH2:16][CH2:17]1)[CH:14]([C:20]1[NH:6][C:4](=[O:5])[C:3]3[C:2](=[C:10]([CH3:11])[CH:9]=[CH:8][CH:7]=3)[N:1]=1)[CH2:13]2, predict the reactants needed to synthesize it. The reactants are: [NH2:1][C:2]1[C:10]([CH3:11])=[CH:9][CH:8]=[CH:7][C:3]=1[C:4]([NH2:6])=[O:5].[N:12]12[CH2:19][CH2:18][CH:15]([CH2:16][CH2:17]1)[CH:14]([C:20](Cl)=O)[CH2:13]2.